The task is: Binary Classification. Given a miRNA mature sequence and a target amino acid sequence, predict their likelihood of interaction.. This data is from Experimentally validated miRNA-target interactions with 360,000+ pairs, plus equal number of negative samples. (1) The miRNA is hsa-miR-6776-5p with sequence UCUGGGUGCAGUGGGGGUU. The protein sequence of the target gene is MASDSPARSLDEIDLSALRDPAGIFELVELVGNGTYGQVYKGRHVKTGQLAAIKVMDVTGDEEEEIKQEINMLKKYSHHRNIATYYGAFIKKNPPGMDDQLWLVMEFCGAGSVTDLIKNTKGNTLKEEWIAYICREILRGLSHLHQHKVIHRDIKGQNVLLTENAEVKLVDFGVSAQLDRTVGRRNTFIGTPYWMAPEVIACDENPDATYDFKSDLWSLGITAIEMAEGAPPLCDMHPMRALFLIPRNPAPRLKSKKWSKKFQSFIESCLVKNHSQRPATEQLMKHPFIRDQPNERQVRI.... Result: 0 (no interaction). (2) The miRNA is hsa-miR-4763-3p with sequence AGGCAGGGGCUGGUGCUGGGCGGG. The protein sequence of the target gene is MRIVILDELLSREMDGSNDGSSARVNSLKHVIKRNKMDMADDAPSSLDLMRRIFQAEISREIHQIMERHTRTTLLPAIENLRKNGHVVDESVLNGLYCNILEAAKKPYQKDPEPMPPICTNGNGFLDINSQEHENNLKRGYESDSSDVSGVSHCSDAKRRRGRPRKDEEAYRLEMTPPTMNEVIRWNPDRIDVNTRFITATKIAQVMGMPPSILFNKYPRMFRYSCDEDDKNILHEQNLLIRAPGRCYLLVAEDARQLVPSTYFQDVLNVSFLISEPLLSKIRQKAASTYEKYKVFLPTQ.... Result: 0 (no interaction). (3) The miRNA is hsa-miR-3605-5p with sequence UGAGGAUGGAUAGCAAGGAAGCC. The protein sequence of the target gene is MEAVAKFDFTASGEDELSFHTGDVLKILSNQEEWFKAELGSQEGYVPKNFIDIQFPKWFHEGLSRHQAENLLMGKEVGFFIIRASQSSPGDFSISVRHEDDVQHFKVMRDNKGNYFLWTEKFPSLNKLVDYYRTNSISRQKQIFLRDRTREDQGHRGNSLDRRSQGGPHLSGAVGEEIRPSMNRKLSDHPPTLPLQQHQHQPQPPQYAPAPQQLQQPPQQRYLQHHHFHQERRGGSLDINDGHCGTGLGSEMNAALMHRRHTDPVQLQAAGRVRWARALYDFEALEDDELGFHSGEVVEV.... Result: 1 (interaction). (4) The miRNA is hsa-miR-5001-5p with sequence AGGGCUGGACUCAGCGGCGGAGCU. The protein sequence of the target gene is MSAGDAVCTGWLVKSPPERKLQRYAWRKRWFVLRRGRMSGNPDVLEYYRNKHSSKPIRVIDLSECAVWKHVGPSFVRKEFQNNFVFIVKTTSRTFYLVAKTEQEMQVWVHSISQVCNLGHLEDGADSMESLSYTPSSLQPSSASSLLTAHAASSSLPRDDPNTNAVATEETRSESELLFLPDYLVLSNCETGRLHHTSLPTRCDSWSNSDRSLEQASFDDVFVDCLQPLPSSHLVHPSCHGSGAQEVPSSRPQAALIWSREINGPPRDHLSSSPLLESSLSSTIQVDKNQGSLPCGAKEL.... Result: 0 (no interaction). (5) The miRNA is hsa-miR-4728-5p with sequence UGGGAGGGGAGAGGCAGCAAGCA. The protein sequence of the target gene is MAHLMMFRDVAVDFSQEEWECLDLEQRDLYRDVMLENYSNMVSLGFCIYQPEAFSLLEKGKEPWKILRDETRGPCPDMQSRCQTKKLLPKNGIFEREIAQLEIMRICKNHSLDCLCFRGDWEGNTQFQTLQDNQEECFKQVIRTCEKRPTFNQHTVFNLHQRLNTGDKLNEFKELGKAFISGSDHTQHQLIHTSEKFCGDKECGNTFLPDSEVIQYQTVHTVKKTYECKECGKSFSLRSSLTGHKRIHTGEKPFKCKDCGKAFRFHSQLSVHKRIHTGEKSYECKECGKAFSCGSDLTRH.... Result: 1 (interaction). (6) The miRNA is hsa-miR-4528 with sequence UCAUUAUAUGUAUGAUCUGGAC. Result: 0 (no interaction). The protein sequence of the target gene is MDLHRAAFKMENSSYLPNPLASPALMVLASTAEASRDASIPCQQPRPFGVPVSVDKDVHIPFTNGSYTFASMYHRQGGVPGTFANRDFPPSLLHLHPQFAPPNLDCTPISMLNHSGVGAFRPFASTEDRESYQSAFTPAKRLKNCHDTESPHLRFSDADGKEYDFGTQLPSSSPGSLKVDDTGKKIFAVSGLISDRETSSSPEDRNDRCKKKAVALFDSQAPLCPICQVLLRPSELQEHMEQELEQLAQLPASKNSLLKDAMAPGTPKSLLLSASIKREGDSPTASPHSSATEDLHHSDR....